Dataset: Reaction yield outcomes from USPTO patents with 853,638 reactions. Task: Predict the reaction yield, written as a fraction of the theoretical maximum amount of product (1.0 means a 100% yield; for example, 0.34 means a 34% yield). (1) The reactants are O[C:2]1[CH:16]=[CH:15][C:5]([C:6]([C:8]2[CH:13]=[CH:12][C:11]([OH:14])=[CH:10][CH:9]=2)=[O:7])=[CH:4][CH:3]=1.[C:17](=[O:20])([O-])[O-].[K+].[K+].Br[CH2:24][CH2:25][CH2:26][CH2:27][CH2:28][CH2:29][CH2:30][CH2:31][Br:32]. The catalyst is CC(C)=O. The product is [Br:32][CH2:31][CH2:30][CH2:29][CH2:28][CH2:27][CH2:26][CH2:25][CH2:24][O:14][C:11]1[CH:12]=[CH:13][C:8]([C:6]([C:5]2[CH:15]=[CH:16][C:2]([O:20][CH2:17][CH2:25][CH2:26][CH2:27][CH2:28][CH2:29][CH2:30][CH2:31][Br:32])=[CH:3][CH:4]=2)=[O:7])=[CH:9][CH:10]=1. The yield is 0.660. (2) The reactants are Br[C:2]1[CH:9]=[C:8]([N:10]2[C:18]3[CH2:17][C:16]([CH3:20])([CH3:19])[CH2:15][C:14](=[O:21])[C:13]=3[C:12]([CH3:22])=[CH:11]2)[CH:7]=[CH:6][C:3]=1[C:4]#[N:5].[NH2:23][C@H:24]1[CH2:29][CH2:28][C@H:27]([OH:30])[CH2:26][CH2:25]1.CC(C)([O-:34])C.[Na+].C1(C)C=CC=CC=1. The catalyst is O.C([O-])(=O)C.[Pd+2].C([O-])(=O)C.C1(P(C2C=CC=CC=2)[C-]2C=CC=C2)C=CC=CC=1.[C-]1(P(C2C=CC=CC=2)C2C=CC=CC=2)C=CC=C1.[Fe+2].CS(C)=O.C(O)C. The product is [OH:30][C@H:27]1[CH2:28][CH2:29][C@H:24]([NH:23][C:2]2[CH:9]=[C:8]([N:10]3[C:18]4[CH2:17][C:16]([CH3:20])([CH3:19])[CH2:15][C:14](=[O:21])[C:13]=4[C:12]([CH3:22])=[CH:11]3)[CH:7]=[CH:6][C:3]=2[C:4]([NH2:5])=[O:34])[CH2:25][CH2:26]1. The yield is 0.470. (3) The reactants are [CH:1]1[C:10]2[C:5](=[CH:6][CH:7]=[CH:8][CH:9]=2)[CH:4]=[C:3]([C:11]([NH:13][C:14]2[NH:18][C:17]3[CH:19]=[CH:20][CH:21]=[C:22]([C:23]([OH:25])=O)[C:16]=3[N:15]=2)=[O:12])[N:2]=1.CN(C(ON1N=NC2C=CC=CC1=2)=[N+](C)C)C.F[P-](F)(F)(F)(F)F.S(O)(O)(=O)=O.[NH2:55][C:56]1[NH:57][CH:58]=[CH:59][N:60]=1. The catalyst is CN(C=O)C.CCN(C(C)C)C(C)C.[OH-].[Na+].[Cl-].[Na+].O. The product is [NH:57]1[CH:58]=[CH:59][N:60]=[C:56]1[NH:55][C:23]([C:22]1[C:16]2[N:15]=[C:14]([NH:13][C:11]([C:3]3[N:2]=[CH:1][C:10]4[C:5]([CH:4]=3)=[CH:6][CH:7]=[CH:8][CH:9]=4)=[O:12])[NH:18][C:17]=2[CH:19]=[CH:20][CH:21]=1)=[O:25]. The yield is 0.210. (4) The reactants are C[O:2][C:3]([C:5]1[N:6]=[C:7]2[CH:12]=[CH:11][C:10]([Cl:13])=[N:9][N:8]2[C:14]=1[CH3:15])=O.[NH3:16]. The catalyst is C(#N)C.O. The product is [Cl:13][C:10]1[CH:11]=[CH:12][C:7]2[N:8]([C:14]([CH3:15])=[C:5]([C:3]([NH2:16])=[O:2])[N:6]=2)[N:9]=1. The yield is 0.500. (5) The reactants are [Br:1][C:2]1[CH:7]=[CH:6][N:5]=[C:4]2[N:8]([S:12]([C:15]3[CH:20]=[CH:19][CH:18]=[CH:17][CH:16]=3)(=[O:14])=[O:13])[C:9](I)=[CH:10][C:3]=12.[OH:21][CH2:22][C:23]1[CH:24]=[C:25](B(O)O)[CH:26]=[CH:27][CH:28]=1.C([O-])(O)=O.[Na+]. The catalyst is C1C=CC([P]([Pd]([P](C2C=CC=CC=2)(C2C=CC=CC=2)C2C=CC=CC=2)([P](C2C=CC=CC=2)(C2C=CC=CC=2)C2C=CC=CC=2)[P](C2C=CC=CC=2)(C2C=CC=CC=2)C2C=CC=CC=2)(C2C=CC=CC=2)C2C=CC=CC=2)=CC=1.O1CCOCC1. The product is [Br:1][C:2]1[CH:7]=[CH:6][N:5]=[C:4]2[N:8]([S:12]([C:15]3[CH:20]=[CH:19][CH:18]=[CH:17][CH:16]=3)(=[O:14])=[O:13])[C:9]([C:27]3[CH:28]=[C:23]([CH2:22][OH:21])[CH:24]=[CH:25][CH:26]=3)=[CH:10][C:3]=12. The yield is 0.660. (6) The yield is 0.690. The product is [I:1][C:2]1[CH:7]=[CH:6][C:5]2[N:8]([CH2:9][C:10]3[CH:15]=[CH:14][C:13]([O:16][CH2:17][C:18]4[CH:19]=[N:20][C:21]([O:24][CH3:25])=[CH:22][CH:23]=4)=[C:12]([O:26][CH3:27])[CH:11]=3)[C:30]([NH2:29])=[N:28][C:4]=2[CH:3]=1. The catalyst is ClCCl.CO. The reactants are [I:1][C:2]1[CH:3]=[C:4]([NH2:28])[C:5]([NH:8][CH2:9][C:10]2[CH:15]=[CH:14][C:13]([O:16][CH2:17][C:18]3[CH:19]=[N:20][C:21]([O:24][CH3:25])=[CH:22][CH:23]=3)=[C:12]([O:26][CH3:27])[CH:11]=2)=[CH:6][CH:7]=1.[N:29]#[C:30]Br.[OH-].[Na+]. (7) The reactants are [NH2:1][C:2]1[CH:7]=[C:6]([C:8]([F:11])([F:10])[F:9])[CH:5]=[CH:4][N:3]=1.C1C(=O)N([Br:19])C(=O)C1.C(Cl)Cl.[OH-].[Na+]. The catalyst is C(Cl)(Cl)Cl. The product is [Br:19][C:5]1[C:6]([C:8]([F:9])([F:11])[F:10])=[CH:7][C:2]([NH2:1])=[N:3][CH:4]=1. The yield is 0.800. (8) The reactants are N[C@H](C([O:8][CH2:9][CH2:10][C@@H:11]([CH2:24][O:25][C:26](=[O:32])[C@H:27]([CH:29]([CH3:31])[CH3:30])[NH2:28])[CH2:12][N:13]1[CH:21]=[N:20][C:19]2[C:18](=[O:22])[NH:17][C:16]([NH2:23])=[N:15][C:14]1=2)=O)C(C)C.[OH-].[Na+].FC(F)(F)C(O)=O. No catalyst specified. The product is [OH:8][CH2:9][CH2:10][C@@H:11]([CH2:24][O:25][C:26](=[O:32])[C@H:27]([CH:29]([CH3:30])[CH3:31])[NH2:28])[CH2:12][N:13]1[CH:21]=[N:20][C:19]2[C:18](=[O:22])[NH:17][C:16]([NH2:23])=[N:15][C:14]1=2. The yield is 0.136. (9) The reactants are [C:1]([O:5][C:6]([C:8]([NH2:12])([OH:11])[CH2:9][CH3:10])=[O:7])([CH3:4])([CH3:3])[CH3:2].[CH3:13][CH2:14][C:15]1[CH:16]=[CH:17][CH:18]=[C:19]2[C:23]3[CH2:24][CH2:25][O:26][C:27]([CH2:30][C:31]([OH:33])=[O:32])([CH2:28][CH3:29])[C:22]=3[NH:21][C:20]=12.CCN=C=NCCCN(C)C.Cl.C(OCC)(=O)C. The catalyst is ClCCl.CN(C1C=CN=CC=1)C. The product is [C:6]([C:8]([NH2:12])([OH:11])[CH2:9][CH3:10])([O:5][C:1]([CH3:2])([CH3:4])[CH3:3])=[O:7].[CH3:13][CH2:14][C:15]1[CH:16]=[CH:17][CH:18]=[C:19]2[C:23]3[CH2:24][CH2:25][O:26][C:27]([CH2:30][C:31]([OH:33])=[O:32])([CH2:28][CH3:29])[C:22]=3[NH:21][C:20]=12. The yield is 0.960.